From a dataset of Full USPTO retrosynthesis dataset with 1.9M reactions from patents (1976-2016). Predict the reactants needed to synthesize the given product. (1) Given the product [Cl:29][C:19]1[CH:27]=[CH:26][C:22]([C:16]2([OH:17])[C:9]3[CH:8]=[C:7]([C:4]4[CH:5]=[CH:6][N:1]=[CH:2][CH:3]=4)[S:11][C:10]=3[CH2:12][CH2:13][CH2:14][CH2:15]2)=[CH:21][CH:20]=1, predict the reactants needed to synthesize it. The reactants are: [N:1]1[CH:6]=[CH:5][C:4]([C:7]2[S:11][C:10]3[CH2:12][CH2:13][CH2:14][CH2:15][C:16](=[O:17])[C:9]=3[CH:8]=2)=[CH:3][CH:2]=1.O1[CH2:22][CH2:21][CH2:20][CH2:19]1.CCO[CH2:26][CH3:27].[NH4+].[Cl-:29]. (2) Given the product [CH:1]1([CH2:9][C:10](=[O:15])[CH3:11])[CH2:8][CH2:7][CH2:6][CH2:5][CH2:4][CH2:3][CH2:2]1, predict the reactants needed to synthesize it. The reactants are: [CH:1]1([C:9](=O)[CH2:10][CH3:11])[CH2:8][CH2:7][CH2:6][CH2:5][CH:4]=[CH:3][CH2:2]1.C([OH:15])C. (3) The reactants are: [NH2:1][CH:2]([C:11]1[C:16]([O:17][CH3:18])=[CH:15][CH:14]=[CH:13][C:12]=1[O:19][CH3:20])[CH2:3][CH2:4][CH2:5][CH2:6][C:7]([O:9]C)=O.[C:21]1([CH:31]=O)[C:30]2[C:25](=[CH:26][CH:27]=[CH:28][CH:29]=2)[CH:24]=[CH:23][CH:22]=1. Given the product [CH3:20][O:19][C:12]1[CH:13]=[CH:14][CH:15]=[C:16]([O:17][CH3:18])[C:11]=1[CH:2]1[N:1]([CH2:31][C:21]2[C:30]3[C:25](=[CH:26][CH:27]=[CH:28][CH:29]=3)[CH:24]=[CH:23][CH:22]=2)[C:7](=[O:9])[CH2:6][CH2:5][CH2:4][CH2:3]1, predict the reactants needed to synthesize it.